From a dataset of hERG potassium channel inhibition data for cardiac toxicity prediction from Karim et al.. Regression/Classification. Given a drug SMILES string, predict its toxicity properties. Task type varies by dataset: regression for continuous values (e.g., LD50, hERG inhibition percentage) or binary classification for toxic/non-toxic outcomes (e.g., AMES mutagenicity, cardiotoxicity, hepatotoxicity). Dataset: herg_karim. (1) The compound is NC1=[NH+]C[C@H]2c3ccccc3Cc3ccccc3N12. The result is 0 (non-blocker). (2) The molecule is CC(C)CN(C(=O)c1cccc(Cl)c1Cl)C1CCNC1. The result is 0 (non-blocker).